Dataset: Reaction yield outcomes from USPTO patents with 853,638 reactions. Task: Predict the reaction yield, written as a fraction of the theoretical maximum amount of product (1.0 means a 100% yield; for example, 0.34 means a 34% yield). The product is [CH2:9]([O:8][C:4]1[C:3]2[C:13]([NH:16][CH2:17][CH:18]3[CH2:23][CH2:22][N:21]([CH2:24][C:25]4([C:31]([O:33][CH3:34])=[O:32])[CH2:30][CH2:29][O:28][CH2:27][CH2:26]4)[CH2:20][CH2:19]3)=[N:14][O:15][C:2]=2[CH:7]=[CH:6][CH:5]=1)[CH:10]([CH3:12])[CH3:11]. The catalyst is CN1CCCC1=O.O. The yield is 0.360. The reactants are F[C:2]1[CH:7]=[CH:6][CH:5]=[C:4]([O:8][CH2:9][CH:10]([CH3:12])[CH3:11])[C:3]=1[C:13]([NH:16][CH2:17][CH:18]1[CH2:23][CH2:22][N:21]([CH2:24][C:25]2([C:31]([O:33][CH3:34])=[O:32])[CH2:30][CH2:29][O:28][CH2:27][CH2:26]2)[CH2:20][CH2:19]1)=[N:14][OH:15].CC(C)([O-])C.[K+].